Dataset: Full USPTO retrosynthesis dataset with 1.9M reactions from patents (1976-2016). Task: Predict the reactants needed to synthesize the given product. (1) Given the product [CH3:15][O:16][C:17]1[CH:22]=[C:21]([C:2]2[CH:3]=[C:4]([C:7]3[CH:12]=[CH:11][C:10]([O:13][CH3:14])=[CH:9][CH:8]=3)[S:5][CH:6]=2)[CH:20]=[CH:19][CH:18]=1, predict the reactants needed to synthesize it. The reactants are: Br[C:2]1[CH:3]=[C:4]([C:7]2[CH:12]=[CH:11][C:10]([O:13][CH3:14])=[CH:9][CH:8]=2)[S:5][CH:6]=1.[CH3:15][O:16][C:17]1[CH:18]=[C:19](B(O)O)[CH:20]=[CH:21][CH:22]=1. (2) Given the product [F:21][C:22]([F:35])([F:36])[C:23]1[CH:24]=[C:25]([CH:26]=[C:27]([C:29]([F:32])([F:30])[F:31])[CH:28]=1)[CH2:33][NH:34][C:14]([C:11]1([CH2:17][CH:18]2[CH2:19][CH2:20]2)[CH2:12][CH2:13][N:8]([C:6]([O:5][C:1]([CH3:2])([CH3:3])[CH3:4])=[O:7])[CH2:9][CH2:10]1)=[O:16], predict the reactants needed to synthesize it. The reactants are: [C:1]([O:5][C:6]([N:8]1[CH2:13][CH2:12][C:11]([CH2:17][CH:18]2[CH2:20][CH2:19]2)([C:14]([OH:16])=O)[CH2:10][CH2:9]1)=[O:7])([CH3:4])([CH3:3])[CH3:2].[F:21][C:22]([F:36])([F:35])[C:23]1[CH:24]=[C:25]([CH2:33][NH2:34])[CH:26]=[C:27]([C:29]([F:32])([F:31])[F:30])[CH:28]=1.C1C=C2N=NN(O)C2=CC=1.O.CCN(C(C)C)C(C)C.CCN=C=NCCCN(C)C. (3) The reactants are: CCN(C(C)C)C(C)C.[O:10]1[CH:14]=[N:13][N:12]=[C:11]1[C:15]1[CH:23]=[CH:22][C:18]([C:19]([OH:21])=O)=[CH:17][CH:16]=1.CCN=C=NCCCN(C)C.C1C=CC2N(O)N=NC=2C=1.[NH2:45][CH2:46][C:47]([N:49]1[CH2:54][CH2:53][N:52]([C:55](=[O:66])[C:56]2[CH:61]=[CH:60][CH:59]=[CH:58][C:57]=2[C:62]([F:65])([F:64])[F:63])[CH2:51][CH2:50]1)=[O:48].Cl. Given the product [O:10]1[CH:14]=[N:13][N:12]=[C:11]1[C:15]1[CH:16]=[CH:17][C:18]([C:19]([NH:45][CH2:46][C:47](=[O:48])[N:49]2[CH2:50][CH2:51][N:52]([C:55](=[O:66])[C:56]3[CH:61]=[CH:60][CH:59]=[CH:58][C:57]=3[C:62]([F:63])([F:65])[F:64])[CH2:53][CH2:54]2)=[O:21])=[CH:22][CH:23]=1, predict the reactants needed to synthesize it. (4) Given the product [Cl:13][C:14]1[CH:22]=[CH:21][CH:20]=[CH:19][C:15]=1[C:16]1[N:6]=[C:4]([N:23]2[CH2:27][CH2:26][CH2:25][CH2:24]2)[C:3]2[C:2](=[CH:10][CH:9]=[C:8]([CH2:11][CH3:12])[CH:7]=2)[N:1]=1, predict the reactants needed to synthesize it. The reactants are: [NH2:1][C:2]1[CH:10]=[CH:9][C:8]([CH2:11][CH3:12])=[CH:7][C:3]=1[C:4]([NH2:6])=O.[Cl:13][C:14]1[CH:22]=[CH:21][CH:20]=[CH:19][C:15]=1[C:16](Cl)=O.[NH:23]1[CH2:27][CH2:26][CH2:25][CH2:24]1.